Regression. Given two drug SMILES strings and cell line genomic features, predict the synergy score measuring deviation from expected non-interaction effect. From a dataset of NCI-60 drug combinations with 297,098 pairs across 59 cell lines. (1) Drug 1: CCC(=C(C1=CC=CC=C1)C2=CC=C(C=C2)OCCN(C)C)C3=CC=CC=C3.C(C(=O)O)C(CC(=O)O)(C(=O)O)O. Drug 2: CCC1(C2=C(COC1=O)C(=O)N3CC4=CC5=C(C=CC(=C5CN(C)C)O)N=C4C3=C2)O.Cl. Cell line: SNB-19. Synergy scores: CSS=38.0, Synergy_ZIP=3.64, Synergy_Bliss=3.49, Synergy_Loewe=-28.4, Synergy_HSA=3.08. (2) Drug 1: CC1=C2C(C(=O)C3(C(CC4C(C3C(C(C2(C)C)(CC1OC(=O)C(C(C5=CC=CC=C5)NC(=O)OC(C)(C)C)O)O)OC(=O)C6=CC=CC=C6)(CO4)OC(=O)C)OC)C)OC. Drug 2: CC12CCC3C(C1CCC2=O)CC(=C)C4=CC(=O)C=CC34C. Cell line: 786-0. Synergy scores: CSS=63.1, Synergy_ZIP=-0.752, Synergy_Bliss=-3.87, Synergy_Loewe=-2.01, Synergy_HSA=-1.26. (3) Drug 1: C1=NC(=NC(=O)N1C2C(C(C(O2)CO)O)O)N. Drug 2: COCCOC1=C(C=C2C(=C1)C(=NC=N2)NC3=CC=CC(=C3)C#C)OCCOC.Cl. Cell line: NCI-H226. Synergy scores: CSS=15.7, Synergy_ZIP=-8.34, Synergy_Bliss=-0.134, Synergy_Loewe=0.639, Synergy_HSA=0.793. (4) Drug 1: C1CCC(CC1)NC(=O)N(CCCl)N=O. Drug 2: CN(C)C1=NC(=NC(=N1)N(C)C)N(C)C. Cell line: HCC-2998. Synergy scores: CSS=4.01, Synergy_ZIP=-0.0931, Synergy_Bliss=5.98, Synergy_Loewe=-3.01, Synergy_HSA=1.45. (5) Drug 1: CC1=C2C(C(=O)C3(C(CC4C(C3C(C(C2(C)C)(CC1OC(=O)C(C(C5=CC=CC=C5)NC(=O)OC(C)(C)C)O)O)OC(=O)C6=CC=CC=C6)(CO4)OC(=O)C)OC)C)OC. Drug 2: CC1=C(N=C(N=C1N)C(CC(=O)N)NCC(C(=O)N)N)C(=O)NC(C(C2=CN=CN2)OC3C(C(C(C(O3)CO)O)O)OC4C(C(C(C(O4)CO)O)OC(=O)N)O)C(=O)NC(C)C(C(C)C(=O)NC(C(C)O)C(=O)NCCC5=NC(=CS5)C6=NC(=CS6)C(=O)NCCC[S+](C)C)O. Cell line: SK-MEL-2. Synergy scores: CSS=36.2, Synergy_ZIP=-4.87, Synergy_Bliss=-8.60, Synergy_Loewe=-20.6, Synergy_HSA=-6.76.